Task: Predict the product of the given reaction.. Dataset: Forward reaction prediction with 1.9M reactions from USPTO patents (1976-2016) (1) Given the reactants [C:1]([O:5][C:6](=[O:13])[NH:7][CH2:8][CH2:9][CH2:10][CH2:11]Br)([CH3:4])([CH3:3])[CH3:2].[CH3:14][O:15][C:16](=[O:30])[CH2:17][C:18]1[C:19](=[O:29])[NH:20][C:21]2[C:26]([CH:27]=1)=[CH:25][CH:24]=[C:23]([OH:28])[CH:22]=2, predict the reaction product. The product is: [CH3:14][O:15][C:16](=[O:30])[CH2:17][C:18]1[C:19](=[O:29])[NH:20][C:21]2[C:26]([CH:27]=1)=[CH:25][CH:24]=[C:23]([O:28][CH2:11][CH2:10][CH2:9][CH2:8][NH:7][C:6]([O:5][C:1]([CH3:4])([CH3:3])[CH3:2])=[O:13])[CH:22]=2. (2) Given the reactants [CH3:1][C:2]1([CH3:16])[C:6]([CH3:8])([CH3:7])[O:5][B:4]([C:9]2[CH:15]=[CH:14][C:12]([NH2:13])=[CH:11][CH:10]=2)[O:3]1.C(=O)(O)[O-].[Na+].[F:22][C:23]1[CH:28]=[CH:27][C:26]([CH2:29][C:30](O)=[O:31])=[CH:25][CH:24]=1.CN(C(ON1N=NC2C=CC=NC1=2)=[N+](C)C)C.F[P-](F)(F)(F)(F)F, predict the reaction product. The product is: [F:22][C:23]1[CH:28]=[CH:27][C:26]([CH2:29][C:30]([NH:13][C:12]2[CH:14]=[CH:15][C:9]([B:4]3[O:3][C:2]([CH3:16])([CH3:1])[C:6]([CH3:7])([CH3:8])[O:5]3)=[CH:10][CH:11]=2)=[O:31])=[CH:25][CH:24]=1. (3) Given the reactants Cl.[CH3:2][C:3]1[CH:8]=[C:7]([CH3:9])[CH:6]=[CH:5][C:4]=1[CH:10]([C:12]1[CH:17]=[CH:16][CH:15]=[CH:14][N:13]=1)[NH2:11].[CH3:18][C:19]1[C:24]([CH2:25][O:26][C:27]2[CH:32]=[CH:31][C:30]([CH2:33][C:34](O)=[O:35])=[CH:29][CH:28]=2)=[CH:23][CH:22]=[CH:21][N:20]=1.C(Cl)CCl.C1C=CC2N(O)N=NC=2C=1.CCN(C(C)C)C(C)C, predict the reaction product. The product is: [CH3:2][C:3]1[CH:8]=[C:7]([CH3:9])[CH:6]=[CH:5][C:4]=1[CH:10]([C:12]1[CH:17]=[CH:16][CH:15]=[CH:14][N:13]=1)[NH:11][C:34](=[O:35])[CH2:33][C:30]1[CH:29]=[CH:28][C:27]([O:26][CH2:25][C:24]2[C:19]([CH3:18])=[N:20][CH:21]=[CH:22][CH:23]=2)=[CH:32][CH:31]=1. (4) Given the reactants OO.C(OC(C(F)(F)F)=O)(C(F)(F)F)=[O:4].[CH3:16][O:17][CH:18]1[CH2:21][N:20]([CH2:22][CH2:23][NH:24][C:25]2[N:26]=[N+:27]([O-:38])[C:28]3[CH:37]=[C:36]4[C:32]([CH2:33][CH2:34][CH2:35]4)=[CH:31][C:29]=3[N:30]=2)[CH2:19]1.C(O)(C(F)(F)F)=O, predict the reaction product. The product is: [CH3:16][O:17][CH:18]1[CH2:21][N:20]([CH2:22][CH2:23][NH:24][C:25]2[N:26]=[N+:27]([O-:38])[C:28]3[CH:37]=[C:36]4[C:32]([CH2:33][CH2:34][CH2:35]4)=[CH:31][C:29]=3[N+:30]=2[O-:4])[CH2:19]1. (5) Given the reactants [CH2:1]1[NH:6][CH2:5][CH2:4][N:3]2[CH2:7][C@@H:8]([NH:10][S:11]([C:14]3[CH:19]=[CH:18][CH:17]=[C:16]([C:20]([F:23])([F:22])[F:21])[CH:15]=3)(=[O:13])=[O:12])[CH2:9][C@@H:2]12.C(=O)([O-])[O-].[Na+].[Na+].I[CH:31]([CH3:33])[CH3:32].O, predict the reaction product. The product is: [CH:31]([N:6]1[CH2:5][CH2:4][N:3]2[CH2:7][C@@H:8]([NH:10][S:11]([C:14]3[CH:19]=[CH:18][CH:17]=[C:16]([C:20]([F:23])([F:21])[F:22])[CH:15]=3)(=[O:13])=[O:12])[CH2:9][C@H:2]2[CH2:1]1)([CH3:33])[CH3:32]. (6) Given the reactants [F:1][C:2]1[CH:20]=[CH:19][CH:18]=[C:17]([F:21])[C:3]=1[CH2:4][N:5]1[C:10]([CH3:11])=[C:9]([CH:12]=[O:13])[C:8](=[O:14])[C:7](Br)=[C:6]1[CH3:16].[CH3:22][O:23][C:24]1[CH:25]=[C:26](B(O)O)[CH:27]=[CH:28][CH:29]=1, predict the reaction product. The product is: [F:1][C:2]1[CH:20]=[CH:19][CH:18]=[C:17]([F:21])[C:3]=1[CH2:4][N:5]1[C:10]([CH3:11])=[C:9]([CH:12]=[O:13])[C:8](=[O:14])[C:7]([C:28]2[CH:27]=[CH:26][CH:25]=[C:24]([O:23][CH3:22])[CH:29]=2)=[C:6]1[CH3:16]. (7) Given the reactants C1(P(C2CCCCC2)C2C=CC=CC=2C2C(C(C)C)=CC(C(C)C)=CC=2C(C)C)CCCCC1.[CH3:35][O:36][C:37]1[CH:38]=[C:39]([C:43]2[CH:44]=[N:45][C:46]([N:50]3[CH2:55][CH2:54][O:53][CH2:52][CH2:51]3)=[CH:47][C:48]=2[NH2:49])[CH:40]=[N:41][CH:42]=1.Cl[C:57]1[C:66]2[C:61](=[C:62]([Cl:68])[C:63]([F:67])=[CH:64][CH:65]=2)[N:60]=[C:59]([C:69]2[CH:74]=[CH:73][CH:72]=[CH:71][N:70]=2)[C:58]=1[CH3:75].CC(C)([O-])C.[Na+], predict the reaction product. The product is: [Cl:68][C:62]1[C:63]([F:67])=[CH:64][CH:65]=[C:66]2[C:61]=1[N:60]=[C:59]([C:69]1[CH:74]=[CH:73][CH:72]=[CH:71][N:70]=1)[C:58]([CH3:75])=[C:57]2[NH:49][C:48]1[CH:47]=[C:46]([N:50]2[CH2:55][CH2:54][O:53][CH2:52][CH2:51]2)[N:45]=[CH:44][C:43]=1[C:39]1[CH:40]=[N:41][CH:42]=[C:37]([O:36][CH3:35])[CH:38]=1. (8) The product is: [NH2:22][C:14](=[O:15])[C:13]([CH3:18])([CH3:17])[C@H:12]([NH:11][C:9](=[O:10])[O:8][CH2:1][C:2]1[CH:7]=[CH:6][CH:5]=[CH:4][CH:3]=1)[CH3:19]. Given the reactants [CH2:1]([O:8][C:9]([NH:11][C@H:12]([CH3:19])[C:13]([CH3:18])([CH3:17])[C:14](O)=[O:15])=[O:10])[C:2]1[CH:7]=[CH:6][CH:5]=[CH:4][CH:3]=1.CC[N:22](C(C)C)C(C)C.C1C=CC2N(O)N=NC=2C=1.C(Cl)CCl.N, predict the reaction product. (9) Given the reactants [C:1]([O:5][C:6]([NH:8][CH:9]([C:11]1[C:20]([C:21]2[CH:26]=[CH:25][CH:24]=[CH:23][CH:22]=2)=[C:19]([C:27](O)=[O:28])[C:18]2[C:13](=[CH:14][CH:15]=[C:16]([F:30])[CH:17]=2)[N:12]=1)[CH3:10])=[O:7])([CH3:4])([CH3:3])[CH3:2].[CH:31]([NH2:34])([CH3:33])[CH3:32].CN(C(ON1N=NC2C=CC=NC1=2)=[N+](C)C)C.F[P-](F)(F)(F)(F)F.CCOC(C)=O, predict the reaction product. The product is: [F:30][C:16]1[CH:17]=[C:18]2[C:13](=[CH:14][CH:15]=1)[N:12]=[C:11]([CH:9]([NH:8][C:6](=[O:7])[O:5][C:1]([CH3:3])([CH3:4])[CH3:2])[CH3:10])[C:20]([C:21]1[CH:22]=[CH:23][CH:24]=[CH:25][CH:26]=1)=[C:19]2[C:27](=[O:28])[NH:34][CH:31]([CH3:33])[CH3:32].